This data is from Catalyst prediction with 721,799 reactions and 888 catalyst types from USPTO. The task is: Predict which catalyst facilitates the given reaction. (1) Reactant: F[P-](F)(F)(F)(F)F.N1(OC(N(C)C)=[N+](C)C)C2N=CC=CC=2N=N1.[Cl:25][C:26]1[CH:31]=[CH:30][CH:29]=[CH:28][C:27]=1[N:32]1[C:36]2=[N:37][CH:38]=[N:39][C:40]([O:41][C@@H:42]([CH2:46][O:47][CH:48]([CH3:50])[CH3:49])[C:43]([OH:45])=O)=[C:35]2[CH:34]=[N:33]1.[CH3:51][C:52]1[CH:53]=[CH:54][C:55]([NH2:58])=[N:56][CH:57]=1.C(N(C(C)C)C(C)C)C. Product: [Cl:25][C:26]1[CH:31]=[CH:30][CH:29]=[CH:28][C:27]=1[N:32]1[C:36]2=[N:37][CH:38]=[N:39][C:40]([O:41][C@@H:42]([CH2:46][O:47][CH:48]([CH3:50])[CH3:49])[C:43]([NH:58][C:55]3[CH:54]=[CH:53][C:52]([CH3:51])=[CH:57][N:56]=3)=[O:45])=[C:35]2[CH:34]=[N:33]1. The catalyst class is: 2. (2) Reactant: [CH3:1][C:2]1[C:10]2[C:5](=[N:6][CH:7]=[C:8]([NH2:11])[CH:9]=2)[NH:4][N:3]=1.[F:12][C:13]1[C:21]([NH:22][S:23]([CH2:26][CH2:27][CH2:28][F:29])(=[O:25])=[O:24])=[CH:20][CH:19]=[C:18]([F:30])[C:14]=1[C:15](O)=[O:16].CCN=C=NCCCN(C)C.C1C=CC2N(O)N=NC=2C=1. Product: [F:12][C:13]1[C:21]([NH:22][S:23]([CH2:26][CH2:27][CH2:28][F:29])(=[O:25])=[O:24])=[CH:20][CH:19]=[C:18]([F:30])[C:14]=1[C:15]([NH:11][C:8]1[CH:9]=[C:10]2[C:2]([CH3:1])=[N:3][NH:4][C:5]2=[N:6][CH:7]=1)=[O:16]. The catalyst class is: 3. (3) Reactant: [F:1][C:2]1[CH:3]=[C:4]([CH:17]=[CH:18][CH:19]=1)[CH2:5][NH:6][C:7]([NH:9][C:10]1[S:11][CH:12]=[C:13]([CH2:15]I)[N:14]=1)=[O:8].[Na].[CH3:21][C:22]1[C:23]([OH:28])=[N:24][CH:25]=[CH:26][N:27]=1.O. Product: [F:1][C:2]1[CH:3]=[C:4]([CH:17]=[CH:18][CH:19]=1)[CH2:5][NH:6][C:7]([NH:9][C:10]1[S:11][CH:12]=[C:13]([CH2:15][O:28][C:23]2[C:22]([CH3:21])=[N:27][CH:26]=[CH:25][N:24]=2)[N:14]=1)=[O:8]. The catalyst class is: 9. (4) Reactant: [CH3:1][O:2][C:3]1[CH:25]=[CH:24][CH:23]=[CH:22][C:4]=1[CH2:5][O:6][C:7]1[CH:12]=[CH:11][C:10]([C:13](=[O:21])[CH2:14][CH2:15][C:16]([O:18]CC)=[O:17])=[CH:9][CH:8]=1.[OH-].[Na+].Cl. Product: [CH3:1][O:2][C:3]1[CH:25]=[CH:24][CH:23]=[CH:22][C:4]=1[CH2:5][O:6][C:7]1[CH:8]=[CH:9][C:10]([C:13](=[O:21])[CH2:14][CH2:15][C:16]([OH:18])=[O:17])=[CH:11][CH:12]=1. The catalyst class is: 8. (5) Reactant: [N+:1]([C:4]1[CH:8]=[CH:7][NH:6][N:5]=1)([O-:3])=[O:2].[C:9]([O:13][C:14]([N:16]1[CH2:19][CH:18](I)[CH2:17]1)=[O:15])([CH3:12])([CH3:11])[CH3:10].C(=O)([O-])[O-].[K+].[K+]. Product: [N+:1]([C:4]1[CH:8]=[CH:7][N:6]([CH:18]2[CH2:17][N:16]([C:14]([O:13][C:9]([CH3:12])([CH3:11])[CH3:10])=[O:15])[CH2:19]2)[N:5]=1)([O-:3])=[O:2]. The catalyst class is: 3.